From a dataset of Reaction yield outcomes from USPTO patents with 853,638 reactions. Predict the reaction yield, written as a fraction of the theoretical maximum amount of product (1.0 means a 100% yield; for example, 0.34 means a 34% yield). (1) The reactants are [CH:1]1(/[CH:7]=[CH:8]/[C:9]2[CH:10]=[CH:11][C:12]([C:15]#[N:16])=[N:13][CH:14]=2)[CH2:6][CH2:5][CH2:4][CH2:3][CH2:2]1.[Al].[Li].[H-]. The catalyst is C1COCC1. The product is [NH2:16][CH2:15][C:12]1[CH:11]=[CH:10][C:9](/[CH:8]=[CH:7]/[CH:1]2[CH2:6][CH2:5][CH2:4][CH2:3][CH2:2]2)=[CH:14][N:13]=1. The yield is 0.340. (2) The reactants are N([C:3]([O:5][CH:6](C)[CH3:7])=O)=N[C:3]([O:5][CH:6](C)[CH3:7])=O.[F:15][C:16]1[CH:21]=[CH:20][C:19]([N+:22]([O-:24])=[O:23])=[CH:18][C:17]=1[OH:25].C1(P(C2C=CC=CC=2)C2C=CC=CC=2)C=CC=CC=1.COCCO. The catalyst is O1CCCC1. The product is [F:15][C:16]1[CH:21]=[CH:20][C:19]([N+:22]([O-:24])=[O:23])=[CH:18][C:17]=1[O:25][CH2:7][CH2:6][O:5][CH3:3]. The yield is 0.630.